The task is: Predict the product of the given reaction.. This data is from Forward reaction prediction with 1.9M reactions from USPTO patents (1976-2016). (1) Given the reactants [CH:1]([O:4][C:5]1[N:13]=[CH:12][CH:11]=[CH:10][C:6]=1[C:7]([NH2:9])=O)([CH3:3])[CH3:2].C(N(CC)CC)C.ClC(Cl)(Cl)C(Cl)=O.C(=O)([O-])O.[Na+], predict the reaction product. The product is: [CH:1]([O:4][C:5]1[N:13]=[CH:12][CH:11]=[CH:10][C:6]=1[C:7]#[N:9])([CH3:3])[CH3:2]. (2) Given the reactants [C:1]([C:3]([C:6]1[CH:7]=[C:8]([NH:12]C(=O)OC(C)(C)C)[CH:9]=[CH:10][CH:11]=1)([CH3:5])[CH3:4])#[N:2].Cl, predict the reaction product. The product is: [NH2:12][C:8]1[CH:7]=[C:6]([C:3]([CH3:5])([CH3:4])[C:1]#[N:2])[CH:11]=[CH:10][CH:9]=1. (3) Given the reactants [OH:1][C:2]1[CH:3]=[C:4]([CH:7]=[CH:8][C:9]=1[OH:10])[C:5]#[N:6].C(=O)([O-])[O-].[K+].[K+].[CH3:17][O:18][CH2:19]Cl.[C:21]([O:24][CH2:25]C)(=O)C, predict the reaction product. The product is: [CH3:17][O:18][CH2:19][O:1][C:2]1[CH:3]=[C:4]([CH:7]=[CH:8][C:9]=1[O:10][CH2:21][O:24][CH3:25])[C:5]#[N:6].